Dataset: Forward reaction prediction with 1.9M reactions from USPTO patents (1976-2016). Task: Predict the product of the given reaction. (1) Given the reactants [CH2:1]=O.[Cl:3][C:4]1[CH:11]=[CH:10][CH:9]=[CH:8][C:5]=1[CH2:6][NH2:7].O.[C:13]([OH:23])(=[O:22])[C:14]1[NH:21][C:19](=[O:20])[NH:18][C:16](=[O:17])[CH:15]=1, predict the reaction product. The product is: [Cl:3][C:4]1[CH:11]=[CH:10][CH:9]=[CH:8][C:5]=1[CH2:6][NH:7][CH2:1][C:15]1[C:16](=[O:17])[NH:18][C:19](=[O:20])[NH:21][C:14]=1[C:13]([OH:23])=[O:22]. (2) The product is: [Br:22][C:19]1[CH:20]=[CH:21][C:16]([O:15][CH2:14][C:13]([OH:31])=[O:12])=[C:17]([CH2:23][CH:24]2[S:28][C:27](=[O:29])[N:26]([CH2:6][C:5]3[CH:8]=[CH:9][C:2]([CH3:1])=[CH:3][CH:4]=3)[C:25]2=[O:30])[CH:18]=1. Given the reactants [CH3:1][C:2]1[CH:9]=[CH:8][C:5]([CH2:6]Br)=[CH:4][CH:3]=1.C([O:12][C:13](=[O:31])[CH2:14][O:15][C:16]1[CH:21]=[CH:20][C:19]([Br:22])=[CH:18][C:17]=1/[CH:23]=[C:24]1/[C:25](=[O:30])[NH:26][C:27](=[O:29])[S:28]/1)C, predict the reaction product.